Dataset: Peptide-MHC class II binding affinity with 134,281 pairs from IEDB. Task: Regression. Given a peptide amino acid sequence and an MHC pseudo amino acid sequence, predict their binding affinity value. This is MHC class II binding data. (1) The peptide sequence is ITMLTNGQCQNITVV. The MHC is HLA-DQA10301-DQB10302 with pseudo-sequence HLA-DQA10301-DQB10302. The binding affinity (normalized) is 0.611. (2) The peptide sequence is NQEILELAQSETCSPG. The MHC is DRB1_0101 with pseudo-sequence DRB1_0101. The binding affinity (normalized) is 0.561. (3) The peptide sequence is TDISEMGANFKADRV. The MHC is DRB1_0401 with pseudo-sequence DRB1_0401. The binding affinity (normalized) is 0.306.